This data is from Catalyst prediction with 721,799 reactions and 888 catalyst types from USPTO. The task is: Predict which catalyst facilitates the given reaction. Reactant: [CH3:1][C@@H:2]1[NH:7][CH2:6][CH2:5][N:4]([S:8]([C:11]2[CH:16]=[CH:15][C:14]([C:17]([F:20])([F:19])[F:18])=[CH:13][CH:12]=2)(=[O:10])=[O:9])[CH2:3]1.[N:21]1[CH:26]=[CH:25][CH:24]=[CH:23][C:22]=1[C:27]([OH:29])=[O:28].C1C=CC2N(O)N=NC=2C=1.O.CN(C(ON1N=NC2C=CC=CC1=2)=[N+](C)C)C.F[P-](F)(F)(F)(F)F.CCN(C(C)C)C(C)C. Product: [CH:27]([OH:29])=[O:28].[CH3:1][C@H:2]1[CH2:3][N:4]([S:8]([C:11]2[CH:12]=[CH:13][C:14]([C:17]([F:20])([F:18])[F:19])=[CH:15][CH:16]=2)(=[O:9])=[O:10])[CH2:5][CH2:6][N:7]1[C:27]([C:22]1[CH:23]=[CH:24][CH:25]=[CH:26][N:21]=1)=[O:28]. The catalyst class is: 3.